From a dataset of Peptide-MHC class I binding affinity with 185,985 pairs from IEDB/IMGT. Regression. Given a peptide amino acid sequence and an MHC pseudo amino acid sequence, predict their binding affinity value. This is MHC class I binding data. (1) The peptide sequence is RQFPTAFEA. The MHC is Mamu-B52 with pseudo-sequence Mamu-B52. The binding affinity (normalized) is 0.519. (2) The peptide sequence is WSFYRVVVK. The MHC is HLA-B15:17 with pseudo-sequence HLA-B15:17. The binding affinity (normalized) is 0.0847.